From a dataset of NCI-60 drug combinations with 297,098 pairs across 59 cell lines. Regression. Given two drug SMILES strings and cell line genomic features, predict the synergy score measuring deviation from expected non-interaction effect. (1) Drug 1: C1=C(C(=O)NC(=O)N1)N(CCCl)CCCl. Drug 2: C1C(C(OC1N2C=NC(=NC2=O)N)CO)O. Cell line: PC-3. Synergy scores: CSS=17.1, Synergy_ZIP=-6.49, Synergy_Bliss=-0.0673, Synergy_Loewe=3.07, Synergy_HSA=3.22. (2) Drug 1: CN1CCC(CC1)COC2=C(C=C3C(=C2)N=CN=C3NC4=C(C=C(C=C4)Br)F)OC. Drug 2: CS(=O)(=O)C1=CC(=C(C=C1)C(=O)NC2=CC(=C(C=C2)Cl)C3=CC=CC=N3)Cl. Cell line: A549. Synergy scores: CSS=21.5, Synergy_ZIP=-2.59, Synergy_Bliss=2.22, Synergy_Loewe=-1.98, Synergy_HSA=2.81. (3) Drug 1: C1=C(C(=O)NC(=O)N1)N(CCCl)CCCl. Drug 2: C1=CC=C(C(=C1)C(C2=CC=C(C=C2)Cl)C(Cl)Cl)Cl. Cell line: K-562. Synergy scores: CSS=47.0, Synergy_ZIP=1.70, Synergy_Bliss=4.59, Synergy_Loewe=-1.92, Synergy_HSA=6.07.